From a dataset of Catalyst prediction with 721,799 reactions and 888 catalyst types from USPTO. Predict which catalyst facilitates the given reaction. (1) Product: [CH2:16]([O:18][C:19](=[O:22])[CH2:20][N:21]=[C:1]([C:9]1[CH:14]=[CH:13][CH:12]=[CH:11][CH:10]=1)[C:2]1[CH:7]=[CH:6][CH:5]=[CH:4][CH:3]=1)[CH3:17]. The catalyst class is: 6. Reactant: [C:1]([C:9]1[CH:14]=[CH:13][CH:12]=[CH:11][CH:10]=1)(=O)[C:2]1[CH:7]=[CH:6][CH:5]=[CH:4][CH:3]=1.Cl.[CH2:16]([O:18][C:19](=[O:22])[CH2:20][NH2:21])[CH3:17].C1(C)C=CC=CC=1.C(N(CCCC)CCCC)CCC. (2) Product: [C:12]([S:16]([C:19]1[CH:20]=[C:21]2[C:26](=[CH:27][CH:28]=1)[N:25]=[CH:24][CH:23]=[C:22]2[NH:29][C:30]1[C:34]([CH3:35])=[C:33]([CH2:36][OH:37])[NH:32][N:31]=1)(=[O:17])=[O:18])([CH3:15])([CH3:14])[CH3:13]. The catalyst class is: 1. Reactant: [H-].[H-].[H-].[H-].[Li+].[Al+3].S(=O)(=O)(O)O.[C:12]([S:16]([C:19]1[CH:20]=[C:21]2[C:26](=[CH:27][CH:28]=1)[N:25]=[CH:24][CH:23]=[C:22]2[NH:29][C:30]1[C:34]([CH3:35])=[C:33]([C:36](OCC)=[O:37])[NH:32][N:31]=1)(=[O:18])=[O:17])([CH3:15])([CH3:14])[CH3:13]. (3) Reactant: [C:1]([O:5][C:6]([CH2:8][O:9][C:10]1[CH:11]=[C:12]([C:16](=[O:29])[CH2:17][CH2:18][C:19]2[CH:24]=[CH:23][C:22]([O:25][CH3:26])=[C:21]([O:27][CH3:28])[CH:20]=2)[CH:13]=[CH:14][CH:15]=1)=[O:7])([CH3:4])([CH3:3])[CH3:2].B(Cl)([C@@H]1[C@@H](C)[C@H]2C(C)(C)[C@@H](C2)C1)[C@@H]1[C@@H](C)[C@@H]2C(C)(C)[C@@H](C2)C1. Product: [C:1]([O:5][C:6]([CH2:8][O:9][C:10]1[CH:11]=[C:12]([CH:16]([OH:29])[CH2:17][CH2:18][C:19]2[CH:24]=[CH:23][C:22]([O:25][CH3:26])=[C:21]([O:27][CH3:28])[CH:20]=2)[CH:13]=[CH:14][CH:15]=1)=[O:7])([CH3:3])([CH3:4])[CH3:2]. The catalyst class is: 1. (4) Reactant: Br[C:2]1[CH:14]=[CH:13][C:5]2[O:6][C:7]3[CH:12]=[CH:11][CH:10]=[CH:9][C:8]=3[C:4]=2[CH:3]=1.C([Li])CCC.[B:20](OC)([O:23]C)[O:21]C.Cl. Product: [CH:3]1[C:4]2[C:8]3[CH:9]=[CH:10][CH:11]=[CH:12][C:7]=3[O:6][C:5]=2[CH:13]=[CH:14][C:2]=1[B:20]([OH:23])[OH:21]. The catalyst class is: 323. (5) Reactant: [CH3:1][O:2][C:3]1[CH:12]=[CH:11][CH:10]=[C:9]2[C:4]=1[CH:5]=[CH:6][CH:7]=[C:8]2[C:13]#N.CC(C[AlH]CC(C)C)C.C(O)(=[O:26])C.O. Product: [CH3:1][O:2][C:3]1[CH:12]=[CH:11][CH:10]=[C:9]2[C:4]=1[CH:5]=[CH:6][CH:7]=[C:8]2[CH:13]=[O:26]. The catalyst class is: 2. (6) Reactant: [F:1][C:2]([F:25])([F:24])[C:3]1[N:4]=[CH:5][C:6]([NH:9][C@@H:10]2[CH2:15][C@@H:14]3[N:16](C(OC(C)(C)C)=O)[C@H:11]2[CH2:12][CH2:13]3)=[N:7][CH:8]=1.Cl. Product: [F:25][C:2]([F:1])([F:24])[C:3]1[N:4]=[CH:5][C:6]([NH:9][C@@H:10]2[CH2:15][C@@H:14]3[NH:16][C@H:11]2[CH2:12][CH2:13]3)=[N:7][CH:8]=1. The catalyst class is: 817. (7) Reactant: Br[CH2:2][C:3]1[CH:7]=[C:6]([CH3:8])[O:5][N:4]=1.[C:9]([N:16]1[CH2:21][CH2:20][NH:19][CH2:18][CH2:17]1)([O:11][C:12]([CH3:15])([CH3:14])[CH3:13])=[O:10]. Product: [C:12]([O:11][C:9]([N:16]1[CH2:21][CH2:20][N:19]([CH2:2][C:3]2[CH:7]=[C:6]([CH3:8])[O:5][N:4]=2)[CH2:18][CH2:17]1)=[O:10])([CH3:15])([CH3:13])[CH3:14]. The catalyst class is: 4.